From a dataset of Forward reaction prediction with 1.9M reactions from USPTO patents (1976-2016). Predict the product of the given reaction. (1) Given the reactants COC([C:5]1[C:6]([C:17]2[CH:25]=[CH:24][C:20]3[O:21][CH2:22][O:23][C:19]=3[CH:18]=2)(C#N)[C:7]2[C:12]([C:13]=1N)=[CH:11][CH:10]=[CH:9][CH:8]=2)=O.S(=O)(=O)(O)[OH:27].[C:31]([OH:34])(=[O:33])C, predict the reaction product. The product is: [O:21]1[C:20]2[CH:24]=[CH:25][C:17]([C:6]3([C:31]([OH:34])=[O:33])[C:7]4[C:12](=[CH:11][CH:10]=[CH:9][CH:8]=4)[C:13](=[O:27])[CH2:5]3)=[CH:18][C:19]=2[O:23][CH2:22]1. (2) The product is: [Cl:61][C:54]1[C:55]([F:60])=[CH:56][CH:57]=[C:58]([Cl:59])[C:53]=1[C@H:51]([O:50][C:31]1[C:30]([NH2:29])=[N:35][CH:34]=[C:33]([C:36]2[CH:37]=[N:38][N:39]([CH:18]3[CH2:17][CH2:16][NH:15][CH2:14][CH2:13]3)[CH:40]=2)[CH:32]=1)[CH3:52]. Given the reactants ClC1C(F)=CC=C(Cl)C=1[C@H](O[C:13]1[C:14](N)=[N:15][CH:16]=[C:17](B2OC(C)(C)C(C)(C)O2)[CH:18]=1)C.[NH2:29][C:30]1[N:35]=[CH:34][C:33]([C:36]2[CH:37]=[N:38][N:39](CC3CC3C(N(C)C)=O)[CH:40]=2)=[CH:32][C:31]=1[O:50][CH:51]([C:53]1[C:58]([Cl:59])=[CH:57][CH:56]=[C:55]([F:60])[C:54]=1[Cl:61])[CH3:52], predict the reaction product.